This data is from Full USPTO retrosynthesis dataset with 1.9M reactions from patents (1976-2016). The task is: Predict the reactants needed to synthesize the given product. (1) The reactants are: [OH:1][CH2:2][CH2:3][NH:4][CH2:5][C@H:6]([C:8]1[CH:13]=[CH:12][CH:11]=[CH:10][CH:9]=1)[OH:7].[C:14](O[C:14]([O:16][C:17]([CH3:20])([CH3:19])[CH3:18])=[O:15])([O:16][C:17]([CH3:20])([CH3:19])[CH3:18])=[O:15].C(N(CC)CC)C.O. Given the product [C:17]([O:16][C:14](=[O:15])[N:4]([CH2:3][CH2:2][OH:1])[CH2:5][C@@H:6]([OH:7])[C:8]1[CH:13]=[CH:12][CH:11]=[CH:10][CH:9]=1)([CH3:20])([CH3:19])[CH3:18], predict the reactants needed to synthesize it. (2) The reactants are: [C:1]([O:5][C:6](=[O:38])[NH:7][C@H:8]([CH2:28][C:29]1[CH:34]=[C:33]([F:35])[C:32]([F:36])=[CH:31][C:30]=1[F:37])[CH2:9][C:10](=O)[NH:11][NH:12][C:13]1[C:18]2[N:19]=[C:20]([C:23]([F:26])([F:25])[F:24])[N:21]=[CH:22][C:17]=2[CH2:16][CH2:15][N:14]=1)([CH3:4])([CH3:3])[CH3:2]. Given the product [C:1]([O:5][C:6](=[O:38])[NH:7][C@H:8]([CH2:28][C:29]1[CH:34]=[C:33]([F:35])[C:32]([F:36])=[CH:31][C:30]=1[F:37])[CH2:9][C:10]1[N:14]2[CH2:15][CH2:16][C:17]3[C:18](=[N:19][C:20]([C:23]([F:24])([F:26])[F:25])=[N:21][CH:22]=3)[C:13]2=[N:12][N:11]=1)([CH3:3])([CH3:2])[CH3:4], predict the reactants needed to synthesize it. (3) Given the product [O:1]=[C:2]1[C:10]2[C:5](=[CH:6][CH:7]=[CH:8][CH:9]=2)[C:4](=[O:11])[N:3]1[CH2:12][C:13]1[CH:18]=[CH:17][C:16]([S:19]([NH:30][CH2:28][CH3:29])(=[O:21])=[O:20])=[CH:15][CH:14]=1, predict the reactants needed to synthesize it. The reactants are: [O:1]=[C:2]1[C:10]2[C:5](=[CH:6][CH:7]=[CH:8][CH:9]=2)[C:4](=[O:11])[N:3]1[CH2:12][C:13]1[CH:18]=[CH:17][C:16]([S:19](Cl)(=[O:21])=[O:20])=[CH:15][CH:14]=1.C(=O)(O)[O-].[Na+].[CH2:28]([NH2:30])[CH3:29].